This data is from Full USPTO retrosynthesis dataset with 1.9M reactions from patents (1976-2016). The task is: Predict the reactants needed to synthesize the given product. (1) Given the product [ClH:29].[C:1]([C:3]1[CH:4]=[C:5]([C:13]2[N:28]=[CH:27][CH:26]=[CH:25][C:14]=2[C:15]([O:17][CH2:18][C:19]2[CH:24]=[CH:23][CH:22]=[CH:21][CH:20]=2)=[O:16])[CH:6]=[CH:7][C:8]=1[OH:9])#[N:2], predict the reactants needed to synthesize it. The reactants are: [C:1]([C:3]1[CH:4]=[C:5]([C:13]2[N:28]=[CH:27][CH:26]=[CH:25][C:14]=2[C:15]([O:17][CH2:18][C:19]2[CH:24]=[CH:23][CH:22]=[CH:21][CH:20]=2)=[O:16])[CH:6]=[CH:7][C:8]=1[O:9]COC)#[N:2].[ClH:29].O1CCOCC1. (2) Given the product [OH2:28].[ClH:1].[ClH:30].[Cl:1][C:2]1[CH:7]=[CH:6][C:5]([C:8]2([OH:28])[CH2:9][CH2:10][N:11]([CH2:14][CH2:15][C:16]3[C:17]([C:21]4[CH:22]=[CH:23][C:24]([F:27])=[CH:25][CH:26]=4)=[N:18][NH:19][CH:20]=3)[CH2:12][CH2:13]2)=[CH:4][CH:3]=1, predict the reactants needed to synthesize it. The reactants are: [Cl:1][C:2]1[CH:7]=[CH:6][C:5]([C:8]2([OH:28])[CH2:13][CH2:12][N:11]([CH2:14][CH2:15][C:16]3[C:17]([C:21]4[CH:26]=[CH:25][C:24]([F:27])=[CH:23][CH:22]=4)=[N:18][NH:19][CH:20]=3)[CH2:10][CH2:9]2)=[CH:4][CH:3]=1.O.[ClH:30].Cl.Cl.[F-].[K+].[K+].[Br-]. (3) Given the product [ClH:48].[ClH:48].[F:1][C:2]1[C:7]2[N:8]([CH2:36][CH2:37][CH2:38][CH2:39][O:40][CH3:41])[C:9]([C:11]([N:13]([CH2:32][CH:33]([CH3:34])[CH3:35])[C@H:14]3[CH2:19][C@@H:18]([C:20]4[NH:24][CH:23]=[N:22][N:21]=4)[CH2:17][NH:16][CH2:15]3)=[O:12])=[N:10][C:6]=2[CH:5]=[CH:4][CH:3]=1, predict the reactants needed to synthesize it. The reactants are: [F:1][C:2]1[C:7]2[N:8]([CH2:36][CH2:37][CH2:38][CH2:39][O:40][CH3:41])[C:9]([C:11]([N:13]([CH2:32][CH:33]([CH3:35])[CH3:34])[C@H:14]3[CH2:19][C@@H:18]([C:20]4[NH:24][CH:23]=[N:22][N:21]=4)[CH2:17][N:16](C(OC(C)(C)C)=O)[CH2:15]3)=[O:12])=[N:10][C:6]=2[CH:5]=[CH:4][CH:3]=1.C(OCC)(=O)C.[ClH:48]. (4) Given the product [OH:14][N:13]=[C:7]([C:3]1[C:2]([NH:1][CH2:19][CH2:18][O:21][CH3:22])=[N:6][O:5][N:4]=1)[NH2:8], predict the reactants needed to synthesize it. The reactants are: [NH2:1][C:2]1[C:3]([C:7](=[N:13][OH:14])[NH:8]CCOC)=[N:4][O:5][N:6]=1.O.[OH-].[K+].[C:18]([O:21][CH2:22]C)(=O)[CH3:19]. (5) Given the product [CH2:1]([O:3][C:4]([C@H:6]1[CH2:7][C@H:8]([CH2:10][N:11]=[C:12]=[O:13])[CH2:9]1)=[O:5])[CH3:2], predict the reactants needed to synthesize it. The reactants are: [CH2:1]([O:3][C:4]([CH:6]1[CH2:9][CH:8]([CH2:10][NH2:11])[CH2:7]1)=[O:5])[CH3:2].[C:12](=O)([O-])[OH:13].[Na+].ClC(Cl)(OC(=O)OC(Cl)(Cl)Cl)Cl. (6) Given the product [CH2:13]([O:11][C:6]1[C:3]([CH:4]=[O:5])=[C:2]([F:1])[C:9]([F:10])=[CH:8][CH:7]=1)[CH3:14], predict the reactants needed to synthesize it. The reactants are: [F:1][C:2]1[C:9]([F:10])=[CH:8][CH:7]=[C:6]([OH:11])[C:3]=1[CH:4]=[O:5].I[CH2:13][CH3:14].C([O-])([O-])=O.[K+].[K+].CCOCC. (7) Given the product [F:32][C:22]([F:21])([F:31])[C@@H:23]([NH:24][C:8]([C:5]1[CH:4]=[C:3]([O:11][CH2:12][C:13]2[CH:18]=[CH:17][C:16]([F:19])=[CH:15][CH:14]=2)[C:2]([Cl:1])=[CH:7][N:6]=1)=[O:10])[C:25]1[CH:26]=[N:27][CH:28]=[CH:29][CH:30]=1, predict the reactants needed to synthesize it. The reactants are: [Cl:1][C:2]1[C:3]([O:11][CH2:12][C:13]2[CH:18]=[CH:17][C:16]([F:19])=[CH:15][CH:14]=2)=[CH:4][C:5]([C:8]([OH:10])=O)=[N:6][CH:7]=1.Cl.[F:21][C:22]([F:32])([F:31])[C@H:23]([C:25]1[CH:26]=[N:27][CH:28]=[CH:29][CH:30]=1)[NH2:24]. (8) The reactants are: [I:1][C:2]1[N:7]2[N:8]=[CH:9][CH:10]=[C:6]2[C:5](C(O)=O)=[CH:4][CH:3]=1.C([N:17]([CH:20](C)C)CC)(C)C.C1(P(N=[N+]=[N-])(C2C=CC=CC=2)=[O:30])C=CC=CC=1.[C:40]([OH:44])([CH3:43])([CH3:42])[CH3:41]. Given the product [C:40]([O:44][C:20](=[O:30])[NH:17][C:5]1[C:6]2[N:7]([N:8]=[CH:9][CH:10]=2)[C:2]([I:1])=[CH:3][CH:4]=1)([CH3:43])([CH3:42])[CH3:41], predict the reactants needed to synthesize it. (9) Given the product [N:32]1([CH2:31][C:28]2[CH:27]=[CH:26][C:25]([C:2]3[N:10]4[C:5]([CH:6]=[CH:7][CH:8]=[CH:9]4)=[CH:4][C:3]=3[C:11]([O:13][CH2:14][CH3:15])=[O:12])=[CH:30][CH:29]=2)[CH2:33][CH2:34][O:35][CH2:36][CH2:37]1, predict the reactants needed to synthesize it. The reactants are: Cl[C:2]1[N:10]2[C:5]([CH:6]=[CH:7][CH:8]=[CH:9]2)=[CH:4][C:3]=1[C:11]([O:13][CH2:14][CH3:15])=[O:12].B1([C:25]2[CH:30]=[CH:29][C:28]([CH2:31][N:32]3[CH2:37][CH2:36][O:35][CH2:34][CH2:33]3)=[CH:27][CH:26]=2)OC(C)(C)C(C)(C)O1. (10) Given the product [C:16](=[N:29][C:2]1[CH:7]=[CH:6][C:5]([C:8]2([OH:15])[CH2:13][CH2:12][N:11]([CH3:14])[CH2:10][CH2:9]2)=[CH:4][CH:3]=1)([C:23]1[CH:24]=[CH:25][CH:26]=[CH:27][CH:28]=1)[C:17]1[CH:22]=[CH:21][CH:20]=[CH:19][CH:18]=1, predict the reactants needed to synthesize it. The reactants are: Br[C:2]1[CH:7]=[CH:6][C:5]([C:8]2([OH:15])[CH2:13][CH2:12][N:11]([CH3:14])[CH2:10][CH2:9]2)=[CH:4][CH:3]=1.[C:16](=[NH:29])([C:23]1[CH:28]=[CH:27][CH:26]=[CH:25][CH:24]=1)[C:17]1[CH:22]=[CH:21][CH:20]=[CH:19][CH:18]=1.C(=O)([O-])[O-].[Cs+].[Cs+].CC1(C)C2C(=C(P(C3C=CC=CC=3)C3C=CC=CC=3)C=CC=2)OC2C(P(C3C=CC=CC=3)C3C=CC=CC=3)=CC=CC1=2.